Dataset: Reaction yield outcomes from USPTO patents with 853,638 reactions. Task: Predict the reaction yield, written as a fraction of the theoretical maximum amount of product (1.0 means a 100% yield; for example, 0.34 means a 34% yield). (1) The reactants are [C:1]1([S:7]([NH:10][C:11]2[C:16](I)=[CH:15][C:14]([S:18][CH3:19])=[CH:13][N:12]=2)(=[O:9])=[O:8])[CH:6]=[CH:5][CH:4]=[CH:3][CH:2]=1.[C:20]([C:22]1[O:23][CH:24]=[CH:25][CH:26]=1)#[CH:21].C(N(CC)CC)C.O. The catalyst is O1CCOCC1.[Pd](Cl)Cl.C1(P(C2C=CC=CC=2)C2C=CC=CC=2)C=CC=CC=1.C1(P(C2C=CC=CC=2)C2C=CC=CC=2)C=CC=CC=1.[Cu]I. The product is [O:23]1[CH:24]=[CH:25][CH:26]=[C:22]1[C:20]1[N:10]([S:7]([C:1]2[CH:6]=[CH:5][CH:4]=[CH:3][CH:2]=2)(=[O:9])=[O:8])[C:11]2=[N:12][CH:13]=[C:14]([S:18][CH3:19])[CH:15]=[C:16]2[CH:21]=1. The yield is 0.850. (2) The reactants are Br[C:2]1[CH:3]=[N:4][C:5]([N:8]2[CH2:13][CH2:12][N:11]([C:14]([O:16][C:17]([CH3:20])([CH3:19])[CH3:18])=[O:15])[CH2:10][CH2:9]2)=[N:6][CH:7]=1.[F:21][C:22]1[CH:27]=[CH:26][C:25]([OH:28])=[CH:24][CH:23]=1.C([O-])([O-])=O.[Cs+].[Cs+]. The catalyst is N1C=CC=CC=1.C(OCC)(=O)C.[Cu]. The product is [F:21][C:22]1[CH:27]=[CH:26][C:25]([O:28][C:2]2[CH:3]=[N:4][C:5]([N:8]3[CH2:13][CH2:12][N:11]([C:14]([O:16][C:17]([CH3:20])([CH3:19])[CH3:18])=[O:15])[CH2:10][CH2:9]3)=[N:6][CH:7]=2)=[CH:24][CH:23]=1. The yield is 0.270. (3) The reactants are C(O)(C(F)(F)F)=O.[C:8]([C:11]1([C:14]2[CH:45]=[CH:44][CH:43]=[CH:42][C:15]=2[CH2:16][CH2:17][C:18]2[C:23]([Cl:24])=[CH:22][N:21]=[C:20]([NH:25][C:26]3[CH:27]=[N:28][N:29]([CH:31]4[CH2:34][N:33](C(OC(C)(C)C)=O)[CH2:32]4)[CH:30]=3)[N:19]=2)[CH2:13][CH2:12]1)(=[O:10])[NH2:9]. The catalyst is C(Cl)Cl. The product is [NH:33]1[CH2:32][CH:31]([N:29]2[CH:30]=[C:26]([NH:25][C:20]3[N:19]=[C:18]([CH2:17][CH2:16][C:15]4[CH:42]=[CH:43][CH:44]=[CH:45][C:14]=4[C:11]4([C:8]([NH2:9])=[O:10])[CH2:12][CH2:13]4)[C:23]([Cl:24])=[CH:22][N:21]=3)[CH:27]=[N:28]2)[CH2:34]1. The yield is 0.680. (4) The reactants are [OH:1][NH:2][C:3](=O)[CH3:4].C([O-])(C)(C)C.[K+].[Cl:12][C:13]1[C:14]([O:22][CH2:23][CH:24]2[CH2:29][CH2:28][CH2:27][CH2:26][CH2:25]2)=[CH:15][C:16](F)=C([CH:20]=1)C#N.CCOC(C)=O.C[N:37](C=O)C. The catalyst is O. The product is [Cl:12][C:13]1[C:14]([O:22][CH2:23][CH:24]2[CH2:25][CH2:26][CH2:27][CH2:28][CH2:29]2)=[CH:15][C:16]2[O:1][N:2]=[C:3]([NH2:37])[C:4]=2[CH:20]=1. The yield is 0.300. (5) The product is [Br:32][C:29]1[CH:30]=[CH:31][C:26]([C:11]2[CH:12]=[CH:13][C:8]([N:7]([C:4]3[CH:3]=[CH:2][C:1]([CH3:24])=[CH:6][CH:5]=3)[C:17]3[CH:18]=[CH:19][C:20]([CH3:23])=[CH:21][CH:22]=3)=[CH:9][CH:10]=2)=[N:27][CH:28]=1. The catalyst is O1CCOCC1.O.C1C=CC([P]([Pd]([P](C2C=CC=CC=2)(C2C=CC=CC=2)C2C=CC=CC=2)([P](C2C=CC=CC=2)(C2C=CC=CC=2)C2C=CC=CC=2)[P](C2C=CC=CC=2)(C2C=CC=CC=2)C2C=CC=CC=2)(C2C=CC=CC=2)C2C=CC=CC=2)=CC=1. The yield is 0.820. The reactants are [C:1]1([CH3:24])[CH:6]=[CH:5][C:4]([N:7]([C:17]2[CH:22]=[CH:21][C:20]([CH3:23])=[CH:19][CH:18]=2)[C:8]2[CH:13]=[CH:12][C:11](B(O)O)=[CH:10][CH:9]=2)=[CH:3][CH:2]=1.I[C:26]1[CH:31]=[CH:30][C:29]([Br:32])=[CH:28][N:27]=1.C([O-])([O-])=O.[K+].[K+]. (6) The reactants are [CH3:1][C:2]1[C:6]([CH2:7][N:8]2[CH:12]=[C:11]([N:13]3[C:17](=[O:18])[CH2:16][NH:15][C:14]3=[O:19])[CH:10]=[N:9]2)=[C:5]([CH3:20])[O:4][N:3]=1.[CH3:21][O:22][C:23]1[N:28]=[C:27]([CH2:29]O)[CH:26]=[CH:25][CH:24]=1.C(P(CCCC)CCCC)CCC. The catalyst is C1COCC1.[Cl-].[Na+].O. The product is [CH3:1][C:2]1[C:6]([CH2:7][N:8]2[CH:12]=[C:11]([N:13]3[C:17](=[O:18])[CH2:16][N:15]([CH2:29][C:27]4[CH:26]=[CH:25][CH:24]=[C:23]([O:22][CH3:21])[N:28]=4)[C:14]3=[O:19])[CH:10]=[N:9]2)=[C:5]([CH3:20])[O:4][N:3]=1. The yield is 0.0400. (7) The reactants are C(OC(C1C=C2C(=CC=1)NC(=O)C2)=O)C(C)C.CN(C=C1C2C(=CC(CO[Si](C(C)(C)C)(C)C)=CC=2)NC1=O)C.[CH2:41]([O:45][C:46]([C:48]1[CH:49]=[C:50]2[C:54](=[CH:55][CH:56]=1)[NH:53][C:52](=[O:57])[C:51]2=[CH:58][N:59]([CH3:61])C)=[O:47])[CH:42]([CH3:44])[CH3:43].Cl.NC1[CH:69]=[CH:68][C:67]([S:70]([NH2:73])(=[O:72])=[O:71])=[CH:66][CH:65]=1. No catalyst specified. The product is [CH2:41]([O:45][C:46]([C:48]1[CH:49]=[C:50]2[C:54](=[CH:55][CH:56]=1)[NH:53][C:52](=[O:57])[C:51]2=[CH:58][NH:59][C:61]1[CH:69]=[CH:68][C:67]([S:70](=[O:72])(=[O:71])[NH2:73])=[CH:66][CH:65]=1)=[O:47])[CH:42]([CH3:43])[CH3:44]. The yield is 0.660.